Task: Predict the reactants needed to synthesize the given product.. Dataset: Full USPTO retrosynthesis dataset with 1.9M reactions from patents (1976-2016) Given the product [ClH:12].[NH:1]1[CH2:4][CH:3]([C:5]([O:7][CH3:8])=[O:6])[CH2:2]1, predict the reactants needed to synthesize it. The reactants are: [NH:1]1[CH2:4][CH:3]([C:5]([OH:7])=[O:6])[CH2:2]1.[CH3:8]O.S(Cl)([Cl:12])=O.